From a dataset of Catalyst prediction with 721,799 reactions and 888 catalyst types from USPTO. Predict which catalyst facilitates the given reaction. Reactant: C(O)C.Cl.[Cl:5][C:6]1[CH:22]=[CH:21][C:9]([O:10][C:11]2[C:16]([CH3:17])=[CH:15][C:14]([N+:18]([O-])=O)=[CH:13][N:12]=2)=[CH:8][C:7]=1[C:23]([F:26])([F:25])[F:24]. Product: [Cl:5][C:6]1[CH:22]=[CH:21][C:9]([O:10][C:11]2[N:12]=[CH:13][C:14]([NH2:18])=[CH:15][C:16]=2[CH3:17])=[CH:8][C:7]=1[C:23]([F:26])([F:24])[F:25]. The catalyst class is: 150.